From a dataset of Forward reaction prediction with 1.9M reactions from USPTO patents (1976-2016). Predict the product of the given reaction. (1) Given the reactants [Cl:1][C:2]1[CH:7]=[C:6]([NH:8][C:9]2[CH:14]=[CH:13][C:12]([F:15])=[CH:11][C:10]=2[F:16])[CH:5]=[CH:4][C:3]=1[C:17]([C:19]1[CH:24]=[C:23]([N:25]2[CH:29]=[C:28]([CH2:30][CH2:31][N:32]3[CH2:37][CH2:36]O[CH2:34][CH2:33]3)[N:27]=[N:26]2)[CH:22]=[CH:21][C:20]=1[CH3:38])=[O:18].ClC1C=C(NC2C=CC(F)=CC=2F)C=CC=1C(C1C=C(N2C=C(CCOS(C3C=CC(C)=CC=3)(=O)=O)N=N2)C=CC=1C)=O.C(NCC)C, predict the reaction product. The product is: [Cl:1][C:2]1[CH:7]=[C:6]([NH:8][C:9]2[CH:14]=[CH:13][C:12]([F:15])=[CH:11][C:10]=2[F:16])[CH:5]=[CH:4][C:3]=1[C:17]([C:19]1[CH:24]=[C:23]([N:25]2[CH:29]=[C:28]([CH2:30][CH2:31][N:32]([CH2:33][CH3:34])[CH2:37][CH3:36])[N:27]=[N:26]2)[CH:22]=[CH:21][C:20]=1[CH3:38])=[O:18]. (2) Given the reactants O[CH2:2][C:3]1[C:4]([N+:12]([O-:14])=[O:13])=[C:5]([CH2:9][C:10]#[N:11])[CH:6]=[CH:7][CH:8]=1.C1(C)C=CC=CC=1.O1CCCC1.P(Br)(Br)(Br)(Br)[Br:28], predict the reaction product. The product is: [Br:28][CH2:2][C:3]1[C:4]([N+:12]([O-:14])=[O:13])=[C:5]([CH2:9][C:10]#[N:11])[CH:6]=[CH:7][CH:8]=1. (3) Given the reactants [Br:1][C:2]1[CH:9]=[CH:8][C:7]([OH:10])=[CH:6][C:3]=1[CH:4]=[O:5].[CH2:11](O)[CH2:12][OH:13], predict the reaction product. The product is: [Br:1][C:2]1[CH:9]=[CH:8][C:7]([OH:10])=[CH:6][C:3]=1[CH:4]1[O:13][CH2:12][CH2:11][O:5]1. (4) Given the reactants [CH3:1][O:2][C:3]1[CH:40]=[CH:39][C:6]([CH2:7][N:8]([CH2:30][C:31]2[CH:36]=[CH:35][C:34]([O:37][CH3:38])=[CH:33][CH:32]=2)[C:9]2[N:14]=[CH:13][C:12]([C:15]3[C:16]4[CH2:29][CH2:28][NH:27][C:17]=4[N:18]=[C:19]([N:21]4[CH2:26][CH2:25][O:24][CH2:23][CH2:22]4)[N:20]=3)=[CH:11][N:10]=2)=[CH:5][CH:4]=1.Br[C:42]1[CH:47]=[CH:46][C:45]([C:48]([N:50]2[CH2:55][CH2:54][N:53]([C:56]3[CH:57]=[N:58][CH:59]=[CH:60][CH:61]=3)[CH2:52][CH2:51]2)=[O:49])=[CH:44][C:43]=1[CH3:62], predict the reaction product. The product is: [CH3:38][O:37][C:34]1[CH:33]=[CH:32][C:31]([CH2:30][N:8]([CH2:7][C:6]2[CH:5]=[CH:4][C:3]([O:2][CH3:1])=[CH:40][CH:39]=2)[C:9]2[N:10]=[CH:11][C:12]([C:15]3[C:16]4[CH2:29][CH2:28][N:27]([C:42]5[CH:47]=[CH:46][C:45]([C:48]([N:50]6[CH2:51][CH2:52][N:53]([C:56]7[CH:57]=[N:58][CH:59]=[CH:60][CH:61]=7)[CH2:54][CH2:55]6)=[O:49])=[CH:44][C:43]=5[CH3:62])[C:17]=4[N:18]=[C:19]([N:21]4[CH2:26][CH2:25][O:24][CH2:23][CH2:22]4)[N:20]=3)=[CH:13][N:14]=2)=[CH:36][CH:35]=1.